Task: Predict the reaction yield, written as a fraction of the theoretical maximum amount of product (1.0 means a 100% yield; for example, 0.34 means a 34% yield).. Dataset: Reaction yield outcomes from USPTO patents with 853,638 reactions (1) The reactants are [C:1]1([S:7]([N:10]2[C:14]3[CH:15]=[N:16][C:17]([C:30]#[N:31])=[C:18]([O:19][CH:20]4[CH2:25][CH2:24][N:23]([CH2:26][CH:27]([F:29])[F:28])[CH2:22][CH2:21]4)[C:13]=3[C:12]3[CH:32]=[C:33](Br)[CH:34]=[N:35][C:11]2=3)(=[O:9])=[O:8])[CH:6]=[CH:5][CH:4]=[CH:3][CH:2]=1. The catalyst is [Pd].ClCCl. The product is [C:1]1([S:7]([N:10]2[C:14]3[CH:15]=[N:16][C:17]([C:30]#[N:31])=[C:18]([O:19][CH:20]4[CH2:21][CH2:22][N:23]([CH2:26][CH:27]([F:28])[F:29])[CH2:24][CH2:25]4)[C:13]=3[C:12]3[CH:32]=[CH:33][CH:34]=[N:35][C:11]2=3)(=[O:9])=[O:8])[CH:2]=[CH:3][CH:4]=[CH:5][CH:6]=1. The yield is 0.320. (2) The reactants are O.[NH2:2][NH2:3].[CH2:4]([O:6][C:7](=[O:21])[C:8](=O)[CH2:9][C:10](=O)[CH2:11][O:12][C:13]1[CH:18]=[CH:17][CH:16]=[CH:15][CH:14]=1)[CH3:5]. No catalyst specified. The product is [CH2:4]([O:6][C:7]([C:8]1[NH:2][N:3]=[C:10]([CH2:11][O:12][C:13]2[CH:18]=[CH:17][CH:16]=[CH:15][CH:14]=2)[CH:9]=1)=[O:21])[CH3:5]. The yield is 0.980. (3) The reactants are CC(C)([O-])C.[K+].[Br:7][C:8]1[CH:9]=[CH:10][C:11](F)=[N:12][CH:13]=1.[SH:15][CH2:16][C:17]([O:19][CH3:20])=[O:18]. The catalyst is CN1CCCC1=O.C(OCC)C. The product is [Br:7][C:8]1[CH:9]=[CH:10][C:11]([S:15][CH2:16][C:17]([O:19][CH3:20])=[O:18])=[N:12][CH:13]=1. The yield is 0.390.